Task: Regression. Given a peptide amino acid sequence and an MHC pseudo amino acid sequence, predict their binding affinity value. This is MHC class I binding data.. Dataset: Peptide-MHC class I binding affinity with 185,985 pairs from IEDB/IMGT (1) The peptide sequence is KLMPICMDVR. The MHC is HLA-A33:01 with pseudo-sequence HLA-A33:01. The binding affinity (normalized) is 0.0529. (2) The peptide sequence is QVLQQNNSFI. The MHC is HLA-A68:02 with pseudo-sequence HLA-A68:02. The binding affinity (normalized) is 0.149.